Dataset: Full USPTO retrosynthesis dataset with 1.9M reactions from patents (1976-2016). Task: Predict the reactants needed to synthesize the given product. Given the product [CH3:19][O:18][CH2:17][CH2:16][CH2:15][S:12]([C:4]1[CH:5]=[C:6]([CH3:11])[C:7]([N+:8]([O-:10])=[O:9])=[C:2]([CH3:1])[CH:3]=1)(=[O:14])=[O:13], predict the reactants needed to synthesize it. The reactants are: [CH3:1][C:2]1[CH:3]=[C:4]([S:12]([CH2:15][CH2:16][CH2:17][OH:18])(=[O:14])=[O:13])[CH:5]=[C:6]([CH3:11])[C:7]=1[N+:8]([O-:10])=[O:9].[C:19](=O)([O-])[O-].[Cs+].[Cs+].IC.O.